Dataset: Reaction yield outcomes from USPTO patents with 853,638 reactions. Task: Predict the reaction yield, written as a fraction of the theoretical maximum amount of product (1.0 means a 100% yield; for example, 0.34 means a 34% yield). The reactants are Br[C:2]1[C:11]2[CH2:10][CH2:9][CH2:8][CH:7]([NH:12][C:13](=[O:16])[CH2:14][CH3:15])[C:6]=2[CH:5]=[N:4][CH:3]=1.[Cl:17][C:18]1[CH:23]=[CH:22][C:21](B(O)O)=[CH:20][C:19]=1[F:27]. No catalyst specified. The product is [Cl:17][C:18]1[CH:23]=[CH:22][C:21]([C:2]2[C:11]3[CH2:10][CH2:9][CH2:8][CH:7]([NH:12][C:13](=[O:16])[CH2:14][CH3:15])[C:6]=3[CH:5]=[N:4][CH:3]=2)=[CH:20][C:19]=1[F:27]. The yield is 0.830.